From a dataset of Catalyst prediction with 721,799 reactions and 888 catalyst types from USPTO. Predict which catalyst facilitates the given reaction. (1) Reactant: [Cl:1][C:2]1[S:3][CH:4]=[C:5]([CH2:7]Cl)[N:6]=1.[NH:9]1[CH2:13][CH2:12][CH2:11][CH2:10]1.C(=O)([O-])[O-].[K+].[K+]. Product: [Cl:1][C:2]1[S:3][CH:4]=[C:5]([CH2:7][N:9]2[CH2:13][CH2:12][CH2:11][CH2:10]2)[N:6]=1. The catalyst class is: 3. (2) Reactant: [NH2:1][C:2]1[CH:3]=[C:4]([N:8]([C:16]2([C:29]([O:31][CH3:32])=[O:30])[CH2:21][CH2:20][N:19]([C:22]([O:24][C:25]([CH3:28])([CH3:27])[CH3:26])=[O:23])[CH2:18][CH2:17]2)[C:9]([C:11]2[O:12][CH:13]=[CH:14][CH:15]=2)=[O:10])[CH:5]=[CH:6][CH:7]=1.N1C=CC=CC=1.[C:39](OC(=O)C)(=[O:41])[CH3:40].C(=O)([O-])O.[Na+]. Product: [C:39]([NH:1][C:2]1[CH:3]=[C:4]([N:8]([C:16]2([C:29]([O:31][CH3:32])=[O:30])[CH2:21][CH2:20][N:19]([C:22]([O:24][C:25]([CH3:26])([CH3:27])[CH3:28])=[O:23])[CH2:18][CH2:17]2)[C:9]([C:11]2[O:12][CH:13]=[CH:14][CH:15]=2)=[O:10])[CH:5]=[CH:6][CH:7]=1)(=[O:41])[CH3:40]. The catalyst class is: 11. (3) Reactant: [CH:1]([N:4]([CH3:30])[C:5]1[C:6]([C:19]2[O:20][CH:21]=[C:22]([C:24]3[CH:29]=[CH:28][CH:27]=[CH:26][CH:25]=3)[CH:23]=2)=[N:7][C:8]2[C:13]([N:14]=1)=[CH:12][C:11]([C:15]([O:17]C)=[O:16])=[CH:10][CH:9]=2)([CH3:3])[CH3:2].[OH-].[Na+].O. Product: [CH:1]([N:4]([CH3:30])[C:5]1[C:6]([C:19]2[O:20][CH:21]=[C:22]([C:24]3[CH:29]=[CH:28][CH:27]=[CH:26][CH:25]=3)[CH:23]=2)=[N:7][C:8]2[C:13]([N:14]=1)=[CH:12][C:11]([C:15]([OH:17])=[O:16])=[CH:10][CH:9]=2)([CH3:3])[CH3:2]. The catalyst class is: 5. (4) Reactant: [CH3:1][O:2][C:3]1[CH:8]=[C:7]([CH3:9])[CH:6]=[CH:5][C:4]=1[Cl:10].C1C(=O)N(Br)C(=O)C1.[C:19]1(=[O:29])[NH:23][C:22](=[O:24])[C:21]2=[CH:25][CH:26]=[CH:27][CH:28]=[C:20]12.[K].C(O)(=O)CC(CC(O)=O)(C(O)=O)O. Product: [Cl:10][C:4]1[CH:5]=[CH:6][C:7]([CH2:9][N:23]2[C:19](=[O:29])[C:20]3[C:21](=[CH:25][CH:26]=[CH:27][CH:28]=3)[C:22]2=[O:24])=[CH:8][C:3]=1[O:2][CH3:1]. The catalyst class is: 53. (5) Reactant: C([O:4][CH2:5][C:6]([CH3:52])([CH3:51])[CH2:7][N:8]1[C:14]2[CH:15]=[CH:16][C:17]([Cl:19])=[CH:18][C:13]=2[C@@H:12]([C:20]2[CH:25]=[CH:24][CH:23]=[C:22]([O:26][CH3:27])[C:21]=2[O:28][CH3:29])[O:11][C@H:10]([CH2:30][C:31]([NH:33][C:34]2[CH:35]=[C:36]([O:47][CH2:48][CH3:49])[C:37]3[O:41][C:40]([C:42]([O:44]C)=[O:43])=[CH:39][C:38]=3[CH:46]=2)=[O:32])[C:9]1=[O:50])(=O)C.[OH-].[Na+].Cl. Product: [Cl:19][C:17]1[CH:16]=[CH:15][C:14]2[N:8]([CH2:7][C:6]([CH3:51])([CH3:52])[CH2:5][OH:4])[C:9](=[O:50])[C@@H:10]([CH2:30][C:31]([NH:33][C:34]3[CH:35]=[C:36]([O:47][CH2:48][CH3:49])[C:37]4[O:41][C:40]([C:42]([OH:44])=[O:43])=[CH:39][C:38]=4[CH:46]=3)=[O:32])[O:11][C@H:12]([C:20]3[CH:25]=[CH:24][CH:23]=[C:22]([O:26][CH3:27])[C:21]=3[O:28][CH3:29])[C:13]=2[CH:18]=1. The catalyst class is: 214.